Dataset: CYP2C9 inhibition data for predicting drug metabolism from PubChem BioAssay. Task: Regression/Classification. Given a drug SMILES string, predict its absorption, distribution, metabolism, or excretion properties. Task type varies by dataset: regression for continuous measurements (e.g., permeability, clearance, half-life) or binary classification for categorical outcomes (e.g., BBB penetration, CYP inhibition). Dataset: cyp2c9_veith. The drug is CSc1nc2cc(S(=O)(=O)N3CCCCC3)ccc2s1. The result is 0 (non-inhibitor).